From a dataset of Catalyst prediction with 721,799 reactions and 888 catalyst types from USPTO. Predict which catalyst facilitates the given reaction. Reactant: [NH2:1][C:2]1[C:7]([C:8]([OH:10])=O)=[CH:6][C:5]([Br:11])=[CH:4][N:3]=1.[NH2:12][C:13]1[C:18](O)=[CH:17][CH:16]=[C:15]([CH3:20])[N:14]=1.[OH-].[Na+]. Product: [Br:11][C:5]1[CH:6]=[C:7]([C:8]2[O:10][C:18]3[C:13]([N:12]=2)=[N:14][C:15]([CH3:20])=[CH:16][CH:17]=3)[C:2]([NH2:1])=[N:3][CH:4]=1. The catalyst class is: 6.